From a dataset of Full USPTO retrosynthesis dataset with 1.9M reactions from patents (1976-2016). Predict the reactants needed to synthesize the given product. (1) Given the product [C:6]1([CH2:16][CH2:17][N:34]2[CH2:33][CH2:32][CH:31]([CH2:30][C:29]3[CH:37]=[C:38]([O:41][CH3:42])[CH:39]=[CH:40][C:28]=3[Br:27])[CH2:36][CH2:35]2)[C:15]2[C:10](=[CH:11][CH:12]=[CH:13][CH:14]=2)[CH:9]=[CH:8][CH:7]=1, predict the reactants needed to synthesize it. The reactants are: CS(Cl)(=O)=O.[C:6]1([CH:16](O)[CH3:17])[C:15]2[C:10](=[CH:11][CH:12]=[CH:13][CH:14]=2)[CH:9]=[CH:8][CH:7]=1.C(N(CC)CC)C.Cl.[Br:27][C:28]1[CH:40]=[CH:39][C:38]([O:41][CH3:42])=[CH:37][C:29]=1[CH2:30][CH:31]1[CH2:36][CH2:35][NH:34][CH2:33][CH2:32]1.[I-].[K+].C(=O)([O-])[O-].[K+].[K+]. (2) Given the product [CH3:1][O:2][C:3]1[CH:21]=[CH:20][C:6]([CH2:7][N:8]2[CH:12]=[CH:11][CH:10]=[C:9]2/[CH:13]=[CH:14]/[C:15]([OH:17])=[O:16])=[CH:5][CH:4]=1, predict the reactants needed to synthesize it. The reactants are: [CH3:1][O:2][C:3]1[CH:21]=[CH:20][C:6]([CH2:7][N:8]2[CH:12]=[CH:11][CH:10]=[C:9]2/[CH:13]=[CH:14]/[C:15]([O:17]CC)=[O:16])=[CH:5][CH:4]=1.[OH-].[Na+].